This data is from Experimentally validated miRNA-target interactions with 360,000+ pairs, plus equal number of negative samples. The task is: Binary Classification. Given a miRNA mature sequence and a target amino acid sequence, predict their likelihood of interaction. The miRNA is hsa-miR-3934-3p with sequence UGCUCAGGUUGCACAGCUGGGA. The protein sequence of the target gene is MSVSGLKAELKFLASIFDKNHERFRIVSWKLDELHCQFLVPPPPPPPGSSLSPPPPLTLHCNITESYPSSSPIWFVDSDDPNLTSVLERLEDTKNNSSLRQQLKWLICDLCRLYNLPKHLDVEMLDQPLPTGQNGTTEEVTSEEEEEEEMAEDIEDLDHYEMKEEEPINGKKSEDEGIEKENLAILEKIRKTQRQDHLNGAVSGSVQASDRLMKELRDVYRSQSYKAGIYSVELINDSLYDWHVKLHKVDSDSPLHSDLQILKEKEGIEYILLNFSFKDNFPFDPPFVRVVLPVLSGGYV.... Result: 0 (no interaction).